The task is: Predict the reactants needed to synthesize the given product.. This data is from Full USPTO retrosynthesis dataset with 1.9M reactions from patents (1976-2016). (1) Given the product [CH3:14][O:15][C:16]1[CH:17]=[CH:18][CH:19]=[C:20]2[C:25]=1[N:24]=[C:23](/[CH:26]=[CH:9]/[C:10]([OH:12])=[O:11])[CH:22]=[CH:21]2, predict the reactants needed to synthesize it. The reactants are: [H-].[Na+].COP([CH2:9][C:10]([O:12]C)=[O:11])(OC)=O.[CH3:14][O:15][C:16]1[CH:17]=[CH:18][CH:19]=[C:20]2[C:25]=1[N:24]=[C:23]([CH:26]=O)[CH:22]=[CH:21]2.O.[OH-].[Li+]. (2) Given the product [CH3:51][N:52]1[CH2:57][CH2:56][N:55]([C:2]2[CH:7]=[C:6]([CH2:8][N:9]3[C:13]([CH3:14])=[N:12][C:11]([C:15]4[O:16][C:17]([C:20]5[CH:25]=[CH:24][CH:23]=[CH:22][CH:21]=5)=[CH:18][CH:19]=4)=[N:10]3)[CH:5]=[CH:4][N:3]=2)[CH2:54][CH2:53]1.[CH3:51][N:52]1[CH2:57][CH2:56][N:55]([C:27]2[CH:32]=[C:31]([CH2:33][N:34]3[C:38]([C:39]4[O:40][C:41]([C:44]5[CH:45]=[CH:46][CH:47]=[CH:48][CH:49]=5)=[CH:42][CH:43]=4)=[N:37][C:36]([CH3:50])=[N:35]3)[CH:30]=[CH:29][N:28]=2)[CH2:54][CH2:53]1, predict the reactants needed to synthesize it. The reactants are: Cl[C:2]1[CH:7]=[C:6]([CH2:8][N:9]2[C:13]([CH3:14])=[N:12][C:11]([C:15]3[O:16][C:17]([C:20]4[CH:25]=[CH:24][CH:23]=[CH:22][CH:21]=4)=[CH:18][CH:19]=3)=[N:10]2)[CH:5]=[CH:4][N:3]=1.Cl[C:27]1[CH:32]=[C:31]([CH2:33][N:34]2[C:38]([C:39]3[O:40][C:41]([C:44]4[CH:49]=[CH:48][CH:47]=[CH:46][CH:45]=4)=[CH:42][CH:43]=3)=[N:37][C:36]([CH3:50])=[N:35]2)[CH:30]=[CH:29][N:28]=1.[CH3:51][N:52]1[CH2:57][CH2:56][NH:55][CH2:54][CH2:53]1. (3) The reactants are: [CH:1]1([CH2:4][O:5][C:6]2[N:14]=[C:13]([C:15]([O:17]CC)=[O:16])[N:12]=[C:11]3[C:7]=2[N:8]([CH2:27][C:28]2[CH:33]=[CH:32][C:31]([C:34]([F:37])([F:36])[F:35])=[CH:30][CH:29]=2)[C:9]([C:20]2[CH:25]=[CH:24][CH:23]=[C:22]([CH3:26])[CH:21]=2)=[N:10]3)[CH2:3][CH2:2]1.C(OC1N=C(C(OCC)=O)N=C2C=1N(CC1C=CC(C(F)(F)F)=CC=1)C(C1C=CC=C(C)C=1)=N2)C.O.[Li+].[OH-]. Given the product [CH2:4]([O:5][C:6]1[N:14]=[C:13]([C:15]([OH:17])=[O:16])[N:12]=[C:11]2[C:7]=1[N:8]([CH2:27][C:28]1[CH:29]=[CH:30][C:31]([C:34]([F:36])([F:37])[F:35])=[CH:32][CH:33]=1)[C:9]([C:20]1[CH:25]=[CH:24][CH:23]=[C:22]([CH3:26])[CH:21]=1)=[N:10]2)[CH3:1].[CH:1]1([CH2:4][O:5][C:6]2[N:14]=[C:13]([C:15]([OH:17])=[O:16])[N:12]=[C:11]3[C:7]=2[N:8]([CH2:27][C:28]2[CH:33]=[CH:32][C:31]([C:34]([F:35])([F:36])[F:37])=[CH:30][CH:29]=2)[C:9]([C:20]2[CH:25]=[CH:24][CH:23]=[C:22]([CH3:26])[CH:21]=2)=[N:10]3)[CH2:3][CH2:2]1, predict the reactants needed to synthesize it. (4) Given the product [CH3:1][N:2]1[C:7](=[O:8])[CH:6]=[C:5]([NH:9][C:10]2[CH:19]=[CH:18][C:17]3[C:12](=[CH:13][CH:14]=[CH:15][CH:16]=3)[CH:11]=2)[C:4]([C:20]([NH2:34])=[O:22])=[CH:3]1, predict the reactants needed to synthesize it. The reactants are: [CH3:1][N:2]1[C:7](=[O:8])[CH:6]=[C:5]([NH:9][C:10]2[CH:19]=[CH:18][C:17]3[C:12](=[CH:13][CH:14]=[CH:15][CH:16]=3)[CH:11]=2)[C:4]([C:20]([O:22]C2C(F)=C(F)C(F)=C(F)C=2F)=O)=[CH:3]1.[NH3:34]. (5) Given the product [ClH:1].[C:13]([C@@:10]1([CH:15]([CH3:17])[CH3:16])[CH2:11][CH2:12][N:8]([C:6]2[CH:5]=[CH:4][N:3]=[C:2]([NH:19][C:20]3[CH:21]=[N:22][N:23]([CH2:25][C:26]([NH:28][CH3:29])=[O:27])[CH:24]=3)[N:7]=2)[C:9]1=[O:18])#[N:14], predict the reactants needed to synthesize it. The reactants are: [Cl:1][C:2]1[N:7]=[C:6]([N:8]2[CH2:12][CH2:11][C@:10]([CH:15]([CH3:17])[CH3:16])([C:13]#[N:14])[C:9]2=[O:18])[CH:5]=[CH:4][N:3]=1.[NH2:19][C:20]1[CH:21]=[N:22][N:23]([CH2:25][C:26]([NH:28][CH3:29])=[O:27])[CH:24]=1.C(O)(=O)C. (6) Given the product [C:34]([O:18][C:17]([C:16]1[C:11]2[C:10](=[O:26])[N:9]([C:27]3[CH:28]=[CH:29][C:30]([Cl:33])=[CH:31][CH:32]=3)[C:8]([C:5]3[CH:4]=[CH:3][C:2]([Br:1])=[CH:7][CH:6]=3)=[N:13][C:12]=2[N:14]([C:20]2[CH:25]=[CH:24][CH:23]=[CH:22][CH:21]=2)[N:15]=1)=[O:19])([CH3:37])([CH3:36])[CH3:35], predict the reactants needed to synthesize it. The reactants are: [Br:1][C:2]1[CH:7]=[CH:6][C:5]([C:8]2[N:9]([C:27]3[CH:32]=[CH:31][C:30]([Cl:33])=[CH:29][CH:28]=3)[C:10](=[O:26])[C:11]3[C:16]([C:17]([OH:19])=[O:18])=[N:15][N:14]([C:20]4[CH:25]=[CH:24][CH:23]=[CH:22][CH:21]=4)[C:12]=3[N:13]=2)=[CH:4][CH:3]=1.[C:34](OC(O[C:34]([CH3:37])([CH3:36])[CH3:35])N(C)C)([CH3:37])([CH3:36])[CH3:35]. (7) Given the product [Cl:1][C:2]1[CH:3]=[C:4]2[NH:24][C:23]([O:27][C@H:28]3[C@H:32]4[O:33][CH2:34][C@@H:35]([OH:36])[C@H:31]4[O:30][CH2:29]3)=[CH:22][C:5]2=[N:6][C:7]=1[C:8]1[CH:13]=[CH:12][C:11]([C:14]2([CH2:17][S:18]([CH3:21])(=[O:20])=[O:19])[CH2:16][CH2:15]2)=[CH:10][CH:9]=1, predict the reactants needed to synthesize it. The reactants are: [Cl:1][C:2]1[CH:3]=[C:4]2[N:24](CO)[C:23]([O:27][C@H:28]3[C@H:32]4[O:33][CH2:34][C@@H:35]([OH:36])[C@H:31]4[O:30][CH2:29]3)=[CH:22][C:5]2=[N:6][C:7]=1[C:8]1[CH:13]=[CH:12][C:11]([C:14]2([CH2:17][S:18]([CH3:21])(=[O:20])=[O:19])[CH2:16][CH2:15]2)=[CH:10][CH:9]=1.C(N)CN. (8) The reactants are: [CH2:1]([C:8]1[N:13]=[CH:12][C:11]([CH:14]=O)=[CH:10][CH:9]=1)[C:2]1[CH:7]=[CH:6][CH:5]=[CH:4][CH:3]=1.[N+:16]([CH3:19])([O-:18])=[O:17].C([O-])(=O)C.[NH4+]. Given the product [CH2:1]([C:8]1[CH:9]=[CH:10][C:11](/[CH:14]=[CH:19]/[N+:16]([O-:18])=[O:17])=[CH:12][N:13]=1)[C:2]1[CH:7]=[CH:6][CH:5]=[CH:4][CH:3]=1, predict the reactants needed to synthesize it. (9) The reactants are: [Br:1][C:2]1[C:3](Cl)=[N:4][CH:5]=[CH:6][CH:7]=1.[NH2:9][C:10]1[CH:24]=[CH:23][C:13]([C:14]([C:16]2[CH:21]=[CH:20][CH:19]=[CH:18][C:17]=2[CH3:22])=[O:15])=[C:12]([Cl:25])[CH:11]=1.C(O[Na])(C)(C)C. Given the product [Br:1][C:2]1[C:3]([NH:9][C:10]2[CH:24]=[CH:23][C:13]([C:14]([C:16]3[CH:21]=[CH:20][CH:19]=[CH:18][C:17]=3[CH3:22])=[O:15])=[C:12]([Cl:25])[CH:11]=2)=[N:4][CH:5]=[CH:6][CH:7]=1, predict the reactants needed to synthesize it.